This data is from Forward reaction prediction with 1.9M reactions from USPTO patents (1976-2016). The task is: Predict the product of the given reaction. (1) Given the reactants [Br:1][C:2]1[C:11]([CH3:12])=[CH:10][C:9]2[C:8]([CH3:14])([CH3:13])[C@@H:7]([OH:15])[C@@H:6]([OH:16])[C:5]([CH3:18])([CH3:17])[C:4]=2[CH:3]=1.O.C1(C)C=CC(S(O)(=O)=O)=CC=1, predict the reaction product. The product is: [CH2-:6][C:7]([CH3:8])=[O:15].[Br:1][C:2]1[C:11]([CH3:12])=[CH:10][C:9]2[C:8]([CH3:14])([CH3:13])[C@@H:7]([OH:15])[C@@H:6]([OH:16])[C:5]([CH3:18])([CH3:17])[C:4]=2[CH:3]=1. (2) Given the reactants C1(C)C=CC=CC=1.C(N)(C)(C)C.[Br:13]Br.[CH3:15][C:16]1[CH:25]=[CH:24][C:23]2[C:18](=[C:19]([OH:26])[CH:20]=[CH:21][CH:22]=2)[N:17]=1, predict the reaction product. The product is: [Br:13][C:20]1[C:19]([OH:26])=[C:18]2[C:23]([CH:24]=[CH:25][C:16]([CH3:15])=[N:17]2)=[CH:22][CH:21]=1. (3) Given the reactants [F:1][C:2]([F:14])([F:13])[C:3]1[N:8]=[CH:7][C:6]([S:9](Cl)(=[O:11])=[O:10])=[CH:5][CH:4]=1.C(=O)([O-])[O-].[K+].[K+].[C:21]1([C@@H:27]([NH2:30])[CH2:28][CH3:29])[CH:26]=[CH:25][CH:24]=[CH:23][CH:22]=1, predict the reaction product. The product is: [C:21]1([C@@H:27]([NH:30][S:9]([C:6]2[CH:7]=[N:8][C:3]([C:2]([F:14])([F:13])[F:1])=[CH:4][CH:5]=2)(=[O:11])=[O:10])[CH2:28][CH3:29])[CH:26]=[CH:25][CH:24]=[CH:23][CH:22]=1.